Dataset: Peptide-MHC class II binding affinity with 134,281 pairs from IEDB. Task: Regression. Given a peptide amino acid sequence and an MHC pseudo amino acid sequence, predict their binding affinity value. This is MHC class II binding data. (1) The peptide sequence is LKDLEDAQPGLLSYV. The MHC is DRB1_0101 with pseudo-sequence DRB1_0101. The binding affinity (normalized) is 0.642. (2) The MHC is DRB1_0401 with pseudo-sequence DRB1_0401. The binding affinity (normalized) is 0.383. The peptide sequence is FMDIWTYNAELLVLLDNE. (3) The binding affinity (normalized) is 0.216. The MHC is DRB1_0802 with pseudo-sequence DRB1_0802. The peptide sequence is EEVMNIVLIALSILA. (4) The peptide sequence is ENLGIIGHLLRGRNH. The MHC is DRB1_0101 with pseudo-sequence DRB1_0101. The binding affinity (normalized) is 0.706. (5) The peptide sequence is TSALIWMASPPEVHS. The MHC is DRB1_0701 with pseudo-sequence DRB1_0701. The binding affinity (normalized) is 0.183.